Dataset: Reaction yield outcomes from USPTO patents with 853,638 reactions. Task: Predict the reaction yield, written as a fraction of the theoretical maximum amount of product (1.0 means a 100% yield; for example, 0.34 means a 34% yield). The reactants are [CH2:1]([O:8][C:9]1[C:24]([O:25][CH3:26])=[CH:23][C:12]([C:13]([N:15]2[CH2:20][CH2:19][CH2:18][CH2:17][C@@H:16]2[CH:21]=O)=[O:14])=[C:11]([N+:27]([O-])=O)[CH:10]=1)[C:2]1[CH:7]=[CH:6][CH:5]=[CH:4][CH:3]=1.C1COCC1.O.[O-]S(S([O-])=O)=O.[Na+].[Na+]. The catalyst is CO.O1CCOCC1. The product is [CH2:1]([O:8][C:9]1[C:24]([O:25][CH3:26])=[CH:23][C:12]2[C:13](=[O:14])[N:15]3[CH2:20][CH2:19][CH2:18][CH2:17][C@@H:16]3[CH:21]=[N:27][C:11]=2[CH:10]=1)[C:2]1[CH:3]=[CH:4][CH:5]=[CH:6][CH:7]=1. The yield is 0.700.